From a dataset of Forward reaction prediction with 1.9M reactions from USPTO patents (1976-2016). Predict the product of the given reaction. Given the reactants [Cl:1][C:2]1[N:7]=[CH:6][C:5]2[CH:8]=[CH:9][NH:10][C:4]=2[CH:3]=1.Br[CH:12]([CH3:14])[CH3:13], predict the reaction product. The product is: [Cl:1][C:2]1[N:7]=[CH:6][C:5]2[CH:8]=[CH:9][N:10]([CH:12]([CH3:14])[CH3:13])[C:4]=2[CH:3]=1.